Predict the product of the given reaction. From a dataset of Forward reaction prediction with 1.9M reactions from USPTO patents (1976-2016). (1) Given the reactants C[O:2][C:3]([C@@H:5]1[CH2:13][C@H:12]2[C@H:7]([CH2:8][CH2:9][CH2:10][CH2:11]2)[N:6]1[CH3:14])=[O:4].[ClH:15].C1(C)C=CC=CC=1, predict the reaction product. The product is: [ClH:15].[CH3:14][N:6]1[C@@H:7]2[C@@H:12]([CH2:11][CH2:10][CH2:9][CH2:8]2)[CH2:13][C@H:5]1[C:3]([OH:4])=[O:2]. (2) The product is: [OH:12][C:8]1[C:9]([CH3:11])=[CH:10][C:5]([C:3](=[O:4])[CH2:2][O:15][CH3:14])=[C:6]([CH3:13])[CH:7]=1. Given the reactants Cl[CH2:2][C:3]([C:5]1[CH:10]=[C:9]([CH3:11])[C:8]([OH:12])=[CH:7][C:6]=1[CH3:13])=[O:4].[CH3:14][O-:15].[Na+], predict the reaction product. (3) Given the reactants Cl[C:2]1[CH:7]=[CH:6][N:5]=[CH:4][C:3]=1[N+:8]([O-:10])=[O:9].[NH:11]1[CH2:16][CH2:15][CH2:14][C@H:13]([NH:17][C:18](=[O:24])[O:19][C:20]([CH3:23])([CH3:22])[CH3:21])[CH2:12]1.CCN(C(C)C)C(C)C, predict the reaction product. The product is: [N+:8]([C:3]1[CH:4]=[N:5][CH:6]=[CH:7][C:2]=1[N:11]1[CH2:16][CH2:15][CH2:14][C@H:13]([NH:17][C:18](=[O:24])[O:19][C:20]([CH3:22])([CH3:21])[CH3:23])[CH2:12]1)([O-:10])=[O:9]. (4) Given the reactants [OH:1][CH2:2][C@H:3]1[CH2:7][N:6]([C@@H](C2C=CC=CC=2)C)[C:5](=[O:16])[CH2:4]1.[H-].[Na+].Cl[C:20]1[N:29]=[C:28]([C:30]2[CH:35]=[CH:34][C:33]([O:36][CH3:37])=[C:32]([O:38][CH3:39])[CH:31]=2)[CH:27]=[C:26]2[C:21]=1[CH:22]=[CH:23][CH:24]=[N:25]2.FC(F)(F)C(O)=O, predict the reaction product. The product is: [CH3:39][O:38][C:32]1[CH:31]=[C:30]([C:28]2[CH:27]=[C:26]3[C:21]([CH:22]=[CH:23][CH:24]=[N:25]3)=[C:20]([O:1][CH2:2][C@H:3]3[CH2:7][NH:6][C:5](=[O:16])[CH2:4]3)[N:29]=2)[CH:35]=[CH:34][C:33]=1[O:36][CH3:37]. (5) Given the reactants [CH3:1][C:2]1[CH:7]=[C:6]([C:8]2[CH:13]=[CH:12][C:11]([C:14]([F:17])([F:16])[F:15])=[CH:10][CH:9]=2)[N:5]=[C:4]([C:18]2[CH:23]=[CH:22][N:21]=[C:20]([C:24]3[CH:29]=[CH:28][CH:27]=[C:26]([N+:30]([O-])=O)[CH:25]=3)[CH:19]=2)[CH:3]=1.[H][H], predict the reaction product. The product is: [CH3:1][C:2]1[CH:7]=[C:6]([C:8]2[CH:13]=[CH:12][C:11]([C:14]([F:17])([F:15])[F:16])=[CH:10][CH:9]=2)[N:5]=[C:4]([C:18]2[CH:23]=[CH:22][N:21]=[C:20]([C:24]3[CH:25]=[C:26]([NH2:30])[CH:27]=[CH:28][CH:29]=3)[CH:19]=2)[CH:3]=1. (6) Given the reactants N1C=CC=C2C(N)CCC=12.[CH2:11]([CH:13]1[CH2:14][C:15]2[C:16](/[C:21]/1=[N:22]\O)=[N:17][CH:18]=[CH:19][CH:20]=2)[CH3:12], predict the reaction product. The product is: [CH2:11]([CH:13]1[CH:21]([NH2:22])[C:16]2=[N:17][CH:18]=[CH:19][CH:20]=[C:15]2[CH2:14]1)[CH3:12]. (7) Given the reactants C([C@@H]1NC2C(=CC=CC=2)NC1=O)C1C=CC=CC=1.[C:19]1([C:41]2[CH:46]=[CH:45][CH:44]=[CH:43][CH:42]=2)[CH:24]=[CH:23][C:22]([S:25]([NH:28][CH2:29][CH2:30][CH2:31][CH2:32][NH:33]C(=O)OC(C)(C)C)(=[O:27])=[O:26])=[CH:21][CH:20]=1, predict the reaction product. The product is: [NH2:33][CH2:32][CH2:31][CH2:30][CH2:29][NH:28][S:25]([C:22]1[CH:23]=[CH:24][C:19]([C:41]2[CH:46]=[CH:45][CH:44]=[CH:43][CH:42]=2)=[CH:20][CH:21]=1)(=[O:27])=[O:26]. (8) Given the reactants C([SiH](CC)CC)C.[CH3:8][O:9][C:10](=[O:24])[C:11]([C:13]1[C:21]2[C:16](=[N:17][CH:18]=[CH:19][CH:20]=2)[NH:15][C:14]=1[CH2:22][CH3:23])=O, predict the reaction product. The product is: [CH3:8][O:9][C:10](=[O:24])[CH2:11][C:13]1[C:21]2[C:16](=[N:17][CH:18]=[CH:19][CH:20]=2)[NH:15][C:14]=1[CH2:22][CH3:23]. (9) Given the reactants [Cl:1][C:2]1[CH:7]=[CH:6][C:5]([S:8]([CH2:11][C:12]2[CH:17]=[C:16]([F:18])[CH:15]=[CH:14][C:13]=2[F:19])(=[O:10])=[O:9])=[CH:4][CH:3]=1.[N:20]1[CH:25]=[CH:24][CH:23]=[CH:22][C:21]=1[CH2:26]O.C(C=P(CCCC)(CCCC)CCCC)#N.CCCCCC, predict the reaction product. The product is: [Cl:1][C:2]1[CH:7]=[CH:6][C:5]([S:8]([CH:11]([C:12]2[CH:17]=[C:16]([F:18])[CH:15]=[CH:14][C:13]=2[F:19])[CH2:26][C:21]2[CH:22]=[CH:23][CH:24]=[CH:25][N:20]=2)(=[O:10])=[O:9])=[CH:4][CH:3]=1. (10) Given the reactants Br[C:2]1[CH:3]=[CH:4][C:5]([Cl:16])=[C:6]([NH:8][C:9](=[O:15])[O:10][C:11]([CH3:14])([CH3:13])[CH3:12])[CH:7]=1.[CH:17]1(/[CH:20]=[CH:21]/B2OC(C)(C)C(C)(C)O2)[CH2:19][CH2:18]1.C(=O)([O-])[O-].[K+].[K+], predict the reaction product. The product is: [Cl:16][C:5]1[CH:4]=[CH:3][C:2](/[CH:21]=[CH:20]/[CH:17]2[CH2:19][CH2:18]2)=[CH:7][C:6]=1[NH:8][C:9](=[O:15])[O:10][C:11]([CH3:14])([CH3:13])[CH3:12].